This data is from Forward reaction prediction with 1.9M reactions from USPTO patents (1976-2016). The task is: Predict the product of the given reaction. (1) Given the reactants C(OC(=O)[NH:7][C:8]1[CH:13]=[C:12]([N:14]2[CH2:19][CH2:18][O:17][CH2:16][CH2:15]2)[C:11]([C:20]([F:23])([F:22])[F:21])=[CH:10][C:9]=1[NH:24][C:25](=[O:48])[CH2:26][C:27](=O)[C:28]1[CH:33]=[CH:32][CH:31]=[C:30]([C:34]2[CH:38]=[C:37]([CH2:39][O:40]C3CCCCO3)[O:36][N:35]=2)[CH:29]=1)(C)(C)C.C(O)(C(F)(F)F)=O, predict the reaction product. The product is: [OH:40][CH2:39][C:37]1[O:36][N:35]=[C:34]([C:30]2[CH:29]=[C:28]([C:27]3[CH2:26][C:25](=[O:48])[NH:24][C:9]4[CH:10]=[C:11]([C:20]([F:21])([F:22])[F:23])[C:12]([N:14]5[CH2:19][CH2:18][O:17][CH2:16][CH2:15]5)=[CH:13][C:8]=4[N:7]=3)[CH:33]=[CH:32][CH:31]=2)[CH:38]=1. (2) Given the reactants Cl[C:2]1[N:7]=[C:6]([C:8]2[C:16]3[C:11](=[CH:12][CH:13]=[CH:14][CH:15]=3)[N:10]([S:17]([C:20]3[CH:25]=[CH:24][CH:23]=[CH:22][CH:21]=3)(=[O:19])=[O:18])[CH:9]=2)[C:5]([Cl:26])=[CH:4][N:3]=1.[NH2:27][CH:28]1[CH2:42][C:30]2([CH2:33][CH:32]([NH:34]C(=O)OC(C)(C)C)[CH2:31]2)[CH2:29]1, predict the reaction product. The product is: [Cl:26][C:5]1[C:6]([C:8]2[C:16]3[C:11](=[CH:12][CH:13]=[CH:14][CH:15]=3)[N:10]([S:17]([C:20]3[CH:25]=[CH:24][CH:23]=[CH:22][CH:21]=3)(=[O:19])=[O:18])[CH:9]=2)=[N:7][C:2]([NH:27][CH:28]2[CH2:42][C:30]3([CH2:33][CH:32]([NH2:34])[CH2:31]3)[CH2:29]2)=[N:3][CH:4]=1. (3) The product is: [C:1]([C:3]1[CH:4]=[CH:5][C:6]([C:9]2[S:13][C:12]([CH2:14][C:15]3[CH:16]=[C:17]([CH:21]=[CH:22][CH:23]=3)[C:18]([NH:48][C:46]3[S:47][C:43]4[CH2:42][C@@H:41]([N:35]5[CH2:36][CH2:37][O:38][CH2:39][CH2:40]5)[CH2:50][CH2:49][C:44]=4[N:45]=3)=[O:19])=[N:11][N:10]=2)=[CH:7][CH:8]=1)#[N:2]. Given the reactants [C:1]([C:3]1[CH:8]=[CH:7][C:6]([C:9]2[S:13][C:12]([CH2:14][C:15]3[CH:16]=[C:17]([CH:21]=[CH:22][CH:23]=3)[C:18](O)=[O:19])=[N:11][N:10]=2)=[CH:5][CH:4]=1)#[N:2].C(N(CC)C(C)C)(C)C.Br.Br.[N:35]1([C@H:41]2[CH2:50][CH2:49][C:44]3[N:45]=[C:46]([NH2:48])[S:47][C:43]=3[CH2:42]2)[CH2:40][CH2:39][O:38][CH2:37][CH2:36]1.C(=O)(O)[O-].[Na+], predict the reaction product. (4) Given the reactants I[C:2]1[C:10]2[C:5](=[N:6][CH:7]=[C:8]([C:11]3[CH:12]=[C:13]([CH:28]=[CH:29][CH:30]=3)[CH2:14][CH:15]3[CH2:20][CH2:19][N:18]([C:21]([O:23][C:24]([CH3:27])([CH3:26])[CH3:25])=[O:22])[CH2:17][CH2:16]3)[CH:9]=2)[N:4]([S:31]([C:34]2[CH:40]=[CH:39][C:37]([CH3:38])=[CH:36][CH:35]=2)(=[O:33])=[O:32])[CH:3]=1.[CH2:41]([N:49]1[CH:53]=[C:52](B2OC(C)(C)C(C)(C)O2)[CH:51]=[N:50]1)[CH2:42][C:43]1[CH:48]=[CH:47][CH:46]=[CH:45][CH:44]=1.C(=O)([O-])[O-].[Na+].[Na+], predict the reaction product. The product is: [CH2:41]([N:49]1[CH:53]=[C:52]([C:2]2[C:10]3[C:5](=[N:6][CH:7]=[C:8]([C:11]4[CH:12]=[C:13]([CH:28]=[CH:29][CH:30]=4)[CH2:14][CH:15]4[CH2:16][CH2:17][N:18]([C:21]([O:23][C:24]([CH3:26])([CH3:25])[CH3:27])=[O:22])[CH2:19][CH2:20]4)[CH:9]=3)[N:4]([S:31]([C:34]3[CH:40]=[CH:39][C:37]([CH3:38])=[CH:36][CH:35]=3)(=[O:33])=[O:32])[CH:3]=2)[CH:51]=[N:50]1)[CH2:42][C:43]1[CH:44]=[CH:45][CH:46]=[CH:47][CH:48]=1. (5) Given the reactants C([Mg]Cl)(C)C.Br[C:7]1[CH:12]=[C:11]([F:13])[CH:10]=[CH:9][C:8]=1[F:14].O=[C:16]1[CH2:20][CH2:19][CH2:18][N:17]1[C:21]([O:23][C:24]([CH3:27])([CH3:26])[CH3:25])=[O:22], predict the reaction product. The product is: [F:14][C:8]1[CH:9]=[CH:10][C:11]([F:13])=[CH:12][C:7]=1[C:16]1[N:17]([C:21]([O:23][C:24]([CH3:27])([CH3:26])[CH3:25])=[O:22])[CH2:18][CH2:19][CH:20]=1. (6) The product is: [Br:10][CH2:9][C:5]1[CH:6]=[CH:7][CH:8]=[C:3]([CH2:2][O:17][CH2:16][CH2:15][O:14][CH:11]([CH3:13])[CH3:12])[N:4]=1. Given the reactants Br[CH2:2][C:3]1[CH:8]=[CH:7][CH:6]=[C:5]([CH2:9][Br:10])[N:4]=1.[CH:11]([O:14][CH2:15][CH2:16][OH:17])([CH3:13])[CH3:12], predict the reaction product.